Regression. Given a peptide amino acid sequence and an MHC pseudo amino acid sequence, predict their binding affinity value. This is MHC class I binding data. From a dataset of Peptide-MHC class I binding affinity with 185,985 pairs from IEDB/IMGT. (1) The peptide sequence is NSTDTVDTI. The MHC is Mamu-A01 with pseudo-sequence Mamu-A01. The binding affinity (normalized) is 0.00666. (2) The peptide sequence is SLPSPSRL. The MHC is HLA-A30:02 with pseudo-sequence HLA-A30:02. The binding affinity (normalized) is 0.0551. (3) The peptide sequence is DEVVYTHGA. The MHC is HLA-A29:02 with pseudo-sequence HLA-A29:02. The binding affinity (normalized) is 0.0847. (4) The peptide sequence is RIRTWKSLVK. The MHC is HLA-B40:02 with pseudo-sequence HLA-B40:02. The binding affinity (normalized) is 0.